Dataset: Cav3 T-type calcium channel HTS with 100,875 compounds. Task: Binary Classification. Given a drug SMILES string, predict its activity (active/inactive) in a high-throughput screening assay against a specified biological target. (1) The compound is S1\C(=C(/Nc2ccc(O)cc2)C)C(=O)c2c1cccc2. The result is 0 (inactive). (2) The drug is O=C(NC1CCCCCC1)Cn1c(cc2c(c1=O)cccc2)C. The result is 0 (inactive). (3) The molecule is S=C(NCCCOC)NNC(=O)c1cccnc1. The result is 0 (inactive).